This data is from Experimentally validated miRNA-target interactions with 360,000+ pairs, plus equal number of negative samples. The task is: Binary Classification. Given a miRNA mature sequence and a target amino acid sequence, predict their likelihood of interaction. (1) The miRNA is hsa-miR-92a-3p with sequence UAUUGCACUUGUCCCGGCCUGU. The protein sequence of the target gene is MAENHCELLSPARGGIGAGLGGGLCRRCSAGLGALAQRPGSVSKWVRLNVGGTYFLTTRQTLCRDPKSFLYRLCQADPDLDSDKDETGAYLIDRDPTYFGPVLNYLRHGKLVINKDLAEEGVLEEAEFYNITSLIKLVKDKIRERDSKTSQVPVKHVYRVLQCQEEELTQMVSTMSDGWKFEQLVSIGSSYNYGNEDQAEFLCVVSKELHNTPYGTASEPSEKAKILQERGSRM. Result: 1 (interaction). (2) The miRNA is hsa-miR-4706 with sequence AGCGGGGAGGAAGUGGGCGCUGCUU. The protein sequence of the target gene is MWAPREQLLGWTAEALPAKDSAWPWEEKPRYLGPVTFEDVAVLFTEAEWKRLSLEQRNLYKEVMLENLRNLVSLAESKPEVHTCPSCPLAFGSQQFLSQDELHNHPIPGFHAGNQLHPGNPCPEDQPQSQHPSDKNHRGAEAEDQRVEGGVRPLFWSTNERGALVGFSSLFQRPPISSWGGNRILEIQLSPAQNASSEEVDRISKRAETPGFGAVTFGECALAFNQKSNLFRQKAVTAEKSSDKRQSQVCRECGRGFSRKSQLIIHQRTHTGEKPYVCGECGRGFIVESVLRNHLSTHSG.... Result: 0 (no interaction). (3) The miRNA is hsa-miR-383-3p with sequence ACAGCACUGCCUGGUCAGA. The protein sequence of the target gene is MNRFGTRLVGATATSSPPPKARSNENLDKIDMSLDDIIKLNRKEGKKQNFPRLNRRLLQQSGAQQFRMRVRWGIQQNSGFGKTSLNRRGRVMPGKRRPNGVITGLAARKTTGIRKGISPMNRPPLSDKNIEQYFPVLKRKANLLRQNEGQRKPVAVLKRPSQLSRKNNIPANFTRSGNKLNHQKDTRQATFLFRRGLKVQAQLNTEQLLDDVVAKRTRQWRTSTTNGGILTVSIDNPGAVQCPVTQKPRLTRTAVPSFLTKREQSDVKKVPKGVPLQFDINSVGKQTGMTLNERFGILKE.... Result: 1 (interaction). (4) The miRNA is hsa-miR-374a-3p with sequence CUUAUCAGAUUGUAUUGUAAUU. Result: 0 (no interaction). The protein sequence of the target gene is MMAKNKEPRPPSYTISIVGLSGTEKDKGNCGVGKSCLCNRFVRSKADEYYPEHTSVLSTIDFGGRVVNNDHFLYWGDIIQNSEDGVECKIHVIEQTEFIDDQTFLPHRSTNLQPYIKRAAASKLQSAEKLMYICTDQLGLEQDFEQKQMPEGKLNVDGFLLCIDVSQGCNRKFDDQLKFVNNLFVQLSKSKKPVIIAATKCDECVDHYLREVQAFASNKKNLLVVETSARFNVNIETCFTALVQMLDKTRSKPKIIPYLDAYKTQRQLVVTATDKFEKLVQTVRDYHATWKTVSNKLKNH.... (5) The miRNA is mmu-miR-19b-3p with sequence UGUGCAAAUCCAUGCAAAACUGA. The protein sequence of the target gene is MGCLGNSSKTAEDQGVDEKERREANKKIEKQLQKERLAYKATHRLLLLGAGESGKSTIVKQMRILHVNGFNPEEKKQKILDIRKNVKDAIVTIVSAMSTIIPPVPLANPENQFRSDYIKSIAPITDFEYSQEFFDHVKKLWDDEGVKACFERSNEYQLIDCAQYFLERIDSVSLVDYTPTDQDLLRCRVLTSGIFETRFQVDKVNFHMFDVGGQRDERRKWIQCFNDVTAIIYVAACSSYNMVIREDNNTNRLRESLDLFESIWNNRWLRTISIILFLNKQDMLAEKVLAGKSKIEDYFP.... Result: 0 (no interaction).